Predict the reaction yield, written as a fraction of the theoretical maximum amount of product (1.0 means a 100% yield; for example, 0.34 means a 34% yield). From a dataset of Reaction yield outcomes from USPTO patents with 853,638 reactions. (1) The product is [Br:59][C:60]1[CH:72]=[CH:71][CH:70]=[CH:69][C:61]=1[O:62][CH:63]1[CH2:68][CH2:67][N:66]([C:16](=[O:18])[CH2:15][NH:14][C:12](=[O:13])[C:11]2[CH:10]=[CH:9][C:8]([NH:7][C:1]3[CH:2]=[CH:3][CH:4]=[CH:5][CH:6]=3)=[CH:20][CH:19]=2)[CH2:65][CH2:64]1. The reactants are [C:1]1([NH:7][C:8]2[CH:20]=[CH:19][C:11]([C:12]([NH:14][CH2:15][C:16]([OH:18])=O)=[O:13])=[CH:10][CH:9]=2)[CH:6]=[CH:5][CH:4]=[CH:3][CH:2]=1.CCN(C(C)C)C(C)C.C1C=CC2N(O)N=NC=2C=1.CCN=C=NCCCN(C)C.Cl.FC(F)(F)C(O)=O.[Br:59][C:60]1[CH:72]=[CH:71][CH:70]=[CH:69][C:61]=1[O:62][CH:63]1[CH2:68][CH2:67][NH:66][CH2:65][CH2:64]1. The catalyst is CN(C=O)C.O. The yield is 0.320. (2) The reactants are [CH3:1][O:2][C:3]1[CH:8]=[CH:7][C:6]([SH:9])=[CH:5][CH:4]=1.[Cl:10][C:11]1[CH:16]=[C:15]([N+:17]([O-:19])=[O:18])[CH:14]=[C:13]([Cl:20])[C:12]=1F.C(=O)([O-])[O-].[K+].[K+].CN(C)C=O. The catalyst is O. The product is [Cl:10][C:11]1[CH:16]=[C:15]([N+:17]([O-:19])=[O:18])[CH:14]=[C:13]([Cl:20])[C:12]=1[S:9][C:6]1[CH:7]=[CH:8][C:3]([O:2][CH3:1])=[CH:4][CH:5]=1. The yield is 0.933. (3) The reactants are [CH2:1]([C:3]1[C:11]([CH3:12])=[C:10]2[C:6]([C:7](=[O:13])[O:8][CH2:9]2)=[C:5]([O:14][CH2:15][CH2:16][Si:17]([CH3:20])([CH3:19])[CH3:18])[C:4]=1[CH2:21][CH:22]=[C:23]([CH3:26])[CH:24]=[O:25])[CH3:2].[BH4-].[Li+]. The catalyst is CO.CO.O.C1COCC1. The product is [CH2:1]([C:3]1[C:11]([CH3:12])=[C:10]2[C:6](=[C:5]([O:14][CH2:15][CH2:16][Si:17]([CH3:18])([CH3:19])[CH3:20])[C:4]=1[CH2:21][CH:22]=[C:23]([CH3:26])[CH2:24][OH:25])[C:7](=[O:13])[O:8][CH2:9]2)[CH3:2]. The yield is 0.730. (4) The reactants are [Cl:1][C:2]1[CH:7]=[CH:6][C:5]([S:8]([CH2:11][C:12]#[N:13])(=[O:10])=[O:9])=[CH:4][CH:3]=1.C(=O)([O-])[O-].[K+].[K+].[C:20]([C:22]1[CH:23]=[C:24]([N:28]=[C:29]=[S:30])[CH:25]=[CH:26][CH:27]=1)#[N:21].[CH3:31]I. The catalyst is CC(C)=O. The product is [Cl:1][C:2]1[CH:3]=[CH:4][C:5]([S:8]([C:11](=[C:29]([NH:28][C:24]2[CH:25]=[CH:26][CH:27]=[C:22]([C:20]#[N:21])[CH:23]=2)[S:30][CH3:31])[C:12]#[N:13])(=[O:9])=[O:10])=[CH:6][CH:7]=1. The yield is 0.960. (5) The reactants are [F:1][C:2]1[C:7]([O:8][CH3:9])=[CH:6][CH:5]=[C:4]([F:10])[C:3]=1[C:11]1[CH:12]=[C:13]2[C:18](=[CH:19][CH:20]=1)[N:17]=[C:16]([NH:21][C@@H:22]1[CH2:26][CH2:25][CH2:24][C@@H:23]1[NH2:27])[N:15]=[CH:14]2.[C:28](O)(=[O:31])[C:29]#[CH:30].CN(C(ON1N=NC2C=CC=NC1=2)=[N+](C)C)C.F[P-](F)(F)(F)(F)F.CCN(C(C)C)C(C)C. The catalyst is ClCCl. The product is [F:1][C:2]1[C:7]([O:8][CH3:9])=[CH:6][CH:5]=[C:4]([F:10])[C:3]=1[C:11]1[CH:12]=[C:13]2[C:18](=[CH:19][CH:20]=1)[N:17]=[C:16]([NH:21][C@@H:22]1[CH2:26][CH2:25][CH2:24][C@@H:23]1[NH:27][C:28](=[O:31])[C:29]#[CH:30])[N:15]=[CH:14]2. The yield is 0.680. (6) The reactants are [Cl:1][C:2]1[CH:29]=[CH:28][C:5]([NH:6][C:7]2[C:16]3[C:11](=[CH:12][C:13]([O:19][CH2:20][CH2:21][CH2:22][C:23]([O:25]CC)=[O:24])=[C:14]([O:17][CH3:18])[CH:15]=3)[N:10]=[CH:9][N:8]=2)=[C:4]([F:30])[CH:3]=1.O.CO.Cl. The catalyst is [OH-].[Na+]. The product is [C:23]([CH2:22][CH2:21][CH2:20][O:19][C:13]1[CH:12]=[C:11]2[C:16]([C:7]([NH:6][C:5]3[CH:28]=[CH:29][C:2]([Cl:1])=[CH:3][C:4]=3[F:30])=[N:8][CH:9]=[N:10]2)=[CH:15][C:14]=1[O:17][CH3:18])([OH:25])=[O:24]. The yield is 0.830.